Task: Predict the reactants needed to synthesize the given product.. Dataset: Full USPTO retrosynthesis dataset with 1.9M reactions from patents (1976-2016) Given the product [C:8]([C:3]1[C:2]([S:12][CH2:10][CH3:11])=[CH:7][CH:6]=[CH:5][N:4]=1)#[N:9], predict the reactants needed to synthesize it. The reactants are: Cl[C:2]1[C:3]([C:8]#[N:9])=[N:4][CH:5]=[CH:6][CH:7]=1.[CH2:10]([SH:12])[CH3:11].CN(C=O)C.[H-].[Na+].